The task is: Predict which catalyst facilitates the given reaction.. This data is from Catalyst prediction with 721,799 reactions and 888 catalyst types from USPTO. (1) Reactant: [CH3:1][C:2]1[N:7]=[C:6]([C:8]([NH2:10])=[NH:9])[CH:5]=[CH:4][CH:3]=1.[C:11](OC)(=[O:17])[CH2:12][C:13](OC)=[O:14].C[O-].[Na+]. Product: [CH3:1][C:2]1[N:7]=[C:6]([C:8]2[N:10]=[C:13]([OH:14])[CH:12]=[C:11]([OH:17])[N:9]=2)[CH:5]=[CH:4][CH:3]=1. The catalyst class is: 5. (2) Reactant: CC1C=CC(S(O[CH2:12][C@@H:13]2[O:30][C:17]3=[C:18]4[C:23](=[CH:24][CH:25]=[C:16]3[O:15][CH2:14]2)[N:22]=[C:21]([CH2:26][CH3:27])[C:20]([CH2:28][CH3:29])=[N:19]4)(=O)=O)=CC=1.[NH:31]1[CH2:36][CH:35]=[C:34]([C:37]2[C:45]3[C:40](=[CH:41][CH:42]=[CH:43][CH:44]=3)[NH:39][CH:38]=2)[CH2:33][CH2:32]1. Product: [CH2:26]([C:21]1[C:20]([CH2:28][CH3:29])=[N:19][C:18]2[C:23](=[CH:24][CH:25]=[C:16]3[O:15][CH2:14][CH:13]([CH2:12][N:31]4[CH2:32][CH:33]=[C:34]([C:37]5[C:45]6[C:40](=[CH:41][CH:42]=[CH:43][CH:44]=6)[NH:39][CH:38]=5)[CH2:35][CH2:36]4)[O:30][C:17]3=2)[N:22]=1)[CH3:27]. The catalyst class is: 148. (3) Reactant: Cl[CH2:2][C:3]([N:5]1[CH2:14][CH2:13][C:12]2[C:7](=[CH:8][CH:9]=[CH:10][CH:11]=2)[CH2:6]1)=[O:4].[NH2:15][CH:16]([C:23]1[CH:28]=[CH:27][CH:26]=[CH:25][CH:24]=1)[C:17]1[CH:22]=[CH:21][CH:20]=[CH:19][CH:18]=1.[I-].C(=O)([O-])[O-].[K+].[K+]. Product: [CH:16]([NH:15][CH2:2][C:3]([N:5]1[CH2:14][CH2:13][C:12]2[C:7](=[CH:8][CH:9]=[CH:10][CH:11]=2)[CH2:6]1)=[O:4])([C:23]1[CH:24]=[CH:25][CH:26]=[CH:27][CH:28]=1)[C:17]1[CH:22]=[CH:21][CH:20]=[CH:19][CH:18]=1. The catalyst class is: 10. (4) Reactant: [Cl:1][C:2]1[CH:7]=[CH:6][CH:5]=[CH:4][C:3]=1[C:8](=[O:10])[CH3:9].[Li+].C[Si]([N-][Si](C)(C)C)(C)C.[CH2:21]([O:28][C:29]1[CH:30]=[C:31]([CH:34]=[CH:35][CH:36]=1)[CH:32]=O)[C:22]1[CH:27]=[CH:26][CH:25]=[CH:24][CH:23]=1.[NH4+].[Cl-]. Product: [CH2:21]([O:28][C:29]1[CH:30]=[C:31]([CH:32]=[CH:9][C:8]([C:3]2[CH:4]=[CH:5][CH:6]=[CH:7][C:2]=2[Cl:1])=[O:10])[CH:34]=[CH:35][CH:36]=1)[C:22]1[CH:23]=[CH:24][CH:25]=[CH:26][CH:27]=1. The catalyst class is: 1. (5) Reactant: [CH2:1]([O:3][C:4](=[O:21])[CH2:5][CH:6]1[CH2:11][CH2:10][N:9]([C:12]2[CH:17]=[CH:16][C:15]([N+:18]([O-])=O)=[CH:14][CH:13]=2)[CH2:8][CH2:7]1)[CH3:2].[H][H]. Product: [CH2:1]([O:3][C:4](=[O:21])[CH2:5][CH:6]1[CH2:7][CH2:8][N:9]([C:12]2[CH:17]=[CH:16][C:15]([NH2:18])=[CH:14][CH:13]=2)[CH2:10][CH2:11]1)[CH3:2]. The catalyst class is: 123. (6) Reactant: Br[C:2]1[CH:3]=[C:4]2[C:9](=[CH:10][CH:11]=1)[C:8](=[O:12])[NH:7][N:6]=[C:5]2[Cl:13].[Cl:14][C:15]1[CH:22]=[CH:21][CH:20]=[C:19]([O:23][C:24]2[CH:29]=[CH:28][CH:27]=[CH:26][CH:25]=2)[C:16]=1[CH2:17][NH2:18].C1C=CC(P(C2C(C3C(P(C4C=CC=CC=4)C4C=CC=CC=4)=CC=C4C=3C=CC=C4)=C3C(C=CC=C3)=CC=2)C2C=CC=CC=2)=CC=1.CC([O-])(C)C.[Na+]. Product: [Cl:13][C:5]1[C:4]2[C:9](=[CH:10][CH:11]=[C:2]([NH:18][CH2:17][C:16]3[C:19]([O:23][C:24]4[CH:25]=[CH:26][CH:27]=[CH:28][CH:29]=4)=[CH:20][CH:21]=[CH:22][C:15]=3[Cl:14])[CH:3]=2)[C:8](=[O:12])[NH:7][N:6]=1. The catalyst class is: 686. (7) Reactant: [F:1][C:2]1[CH:7]=[CH:6][CH:5]=[C:4]([F:8])[C:3]=1[N:9]1[C:14]2[N:15]=[C:16]([S:32][CH3:33])[N:17]=[C:18]([C:19]3[CH:20]=[C:21]([CH:28]=[CH:29][C:30]=3[CH3:31])[C:22]([NH:24][CH2:25][CH2:26][CH3:27])=[O:23])[C:13]=2[CH2:12][NH:11][C:10]1=[O:34].C1C=C(Cl)C=C(C(OO)=[O:43])C=1.CCOC(C)=O.CCCCCC. The catalyst class is: 2. Product: [F:1][C:2]1[CH:7]=[CH:6][CH:5]=[C:4]([F:8])[C:3]=1[N:9]1[C:14]2[N:15]=[C:16]([S:32]([CH3:33])=[O:43])[N:17]=[C:18]([C:19]3[CH:20]=[C:21]([CH:28]=[CH:29][C:30]=3[CH3:31])[C:22]([NH:24][CH2:25][CH2:26][CH3:27])=[O:23])[C:13]=2[CH2:12][NH:11][C:10]1=[O:34].